This data is from Catalyst prediction with 721,799 reactions and 888 catalyst types from USPTO. The task is: Predict which catalyst facilitates the given reaction. (1) Reactant: Br[C:2]1[CH:3]=[C:4]([NH:10][C:11]2[CH:16]=[CH:15][C:14]([N:17]3[CH:22]4[CH2:23][CH2:24][CH:18]3[CH2:19][N:20]([CH:25]3[CH2:28][O:27][CH2:26]3)[CH2:21]4)=[CH:13][N:12]=2)[C:5](=[O:9])[N:6]([CH3:8])[CH:7]=1.[C:29]([O:32][CH2:33][C:34]1[C:35]([N:43]2[CH2:55][CH2:54][N:46]3[C:47]4[CH2:48][CH2:49][CH2:50][CH2:51][C:52]=4[CH:53]=[C:45]3[C:44]2=[O:56])=[N:36][CH:37]=[CH:38][C:39]=1B(O)O)(=[O:31])[CH3:30].[O-]P([O-])([O-])=O.[K+].[K+].[K+].C([O-])(=O)C.[Na+]. Product: [C:29]([O:32][CH2:33][C:34]1[C:35]([N:43]2[CH2:55][CH2:54][N:46]3[C:47]4[CH2:48][CH2:49][CH2:50][CH2:51][C:52]=4[CH:53]=[C:45]3[C:44]2=[O:56])=[N:36][CH:37]=[CH:38][C:39]=1[C:2]1[CH:3]=[C:4]([NH:10][C:11]2[CH:16]=[CH:15][C:14]([N:17]3[CH:22]4[CH2:23][CH2:24][CH:18]3[CH2:19][N:20]([CH:25]3[CH2:28][O:27][CH2:26]3)[CH2:21]4)=[CH:13][N:12]=2)[C:5](=[O:9])[N:6]([CH3:8])[CH:7]=1)(=[O:31])[CH3:30]. The catalyst class is: 712. (2) Reactant: [Cl:1][C:2]1[C:7]2[N:8]=[C:9]([CH2:12][O:13][CH2:14][CH3:15])[N:10]([NH2:11])[C:6]=2[C:5]([CH3:16])=[C:4]([CH3:17])[N:3]=1.[N:18]1[CH:23]=[CH:22][CH:21]=[C:20]([CH:24]=O)[CH:19]=1.C(O)(=O)C. Product: [Cl:1][C:2]1[C:7]2[N:8]=[C:9]([CH2:12][O:13][CH2:14][CH3:15])[N:10]([N:11]=[CH:24][C:20]3[CH:19]=[N:18][CH:23]=[CH:22][CH:21]=3)[C:6]=2[C:5]([CH3:16])=[C:4]([CH3:17])[N:3]=1. The catalyst class is: 10. (3) Reactant: [Br:1][C:2]1[CH:3]=[CH:4][C:5]([CH2:8][C:9]#[N:10])=[N:6][CH:7]=1.B.C1COCC1. Product: [Br:1][C:2]1[CH:3]=[CH:4][C:5]([CH2:8][CH2:9][NH2:10])=[N:6][CH:7]=1. The catalyst class is: 1. (4) Reactant: C(N([C:15]1[N:16]([C:24]2[CH:29]=[CH:28][C:27]([Cl:30])=[CH:26][CH:25]=2)[N:17]=[C:18]2[C:23]=1[CH:22]=[CH:21][CH:20]=[CH:19]2)C(NC1CCCCC1)=O)CCC.[Cl:31][C:32]1[CH:33]=[C:34]([NH2:38])[CH:35]=[CH:36][CH:37]=1. Product: [Cl:31][C:32]1[CH:33]=[C:34]([NH:38][C:15]2[N:16]([C:24]3[CH:29]=[CH:28][C:27]([Cl:30])=[CH:26][CH:25]=3)[N:17]=[C:18]3[C:23]=2[CH:22]=[CH:21][CH:20]=[CH:19]3)[CH:35]=[CH:36][CH:37]=1. The catalyst class is: 60.